Dataset: Reaction yield outcomes from USPTO patents with 853,638 reactions. Task: Predict the reaction yield, written as a fraction of the theoretical maximum amount of product (1.0 means a 100% yield; for example, 0.34 means a 34% yield). (1) The reactants are [F:1][C:2]1[CH:19]=[CH:18][C:5]([CH2:6][N:7]([CH2:15][CH2:16][OH:17])[C:8](=[O:14])[O:9][C:10]([CH3:13])([CH3:12])[CH3:11])=[CH:4][CH:3]=1.[CH3:20][O:21][C:22](=[O:30])[C:23]1[CH:28]=[C:27](O)[CH:26]=[N:25][CH:24]=1.C1(P(C2C=CC=CC=2)C2C=CC=CC=2)C=CC=CC=1.N(C(OCC)=O)=NC(OCC)=O. The catalyst is C1COCC1. The product is [C:10]([O:9][C:8]([N:7]([CH2:6][C:5]1[CH:18]=[CH:19][C:2]([F:1])=[CH:3][CH:4]=1)[CH2:15][CH2:16][O:17][C:27]1[CH:26]=[N:25][CH:24]=[C:23]([CH:28]=1)[C:22]([O:21][CH3:20])=[O:30])=[O:14])([CH3:13])([CH3:12])[CH3:11]. The yield is 0.220. (2) The reactants are [CH3:1][N:2]1[CH2:7][CH2:6][CH:5]([NH:8][CH3:9])[CH2:4][CH2:3]1.C([Li])CCC.[Cl:15][C:16]1[CH:21]=[CH:20][CH:19]=[C:18](Cl)[N:17]=1. The catalyst is O1CCCC1. The product is [CH3:1][N:2]1[CH2:7][CH2:6][CH:5]([NH:8][CH2:9][C:18]2[CH:19]=[CH:20][CH:21]=[C:16]([Cl:15])[N:17]=2)[CH2:4][CH2:3]1. The yield is 0.720. (3) The reactants are [P:1]([O:44]CC)([O:41]CC)([O:3][C:4]1[CH:9]=[C:8]([F:10])[CH:7]=[C:6]([C:11]2[C:19]3[C:14](=[N:15][CH:16]=[N:17][C:18]=3[NH2:20])[N:13]([CH2:21][C:22]3[N:23]([C:34]4[CH:39]=[CH:38][CH:37]=[CH:36][C:35]=4[CH3:40])[C:24](=[O:33])[C:25]4[C:30]([CH:31]=3)=[CH:29][CH:28]=[CH:27][C:26]=4[CH3:32])[N:12]=2)[CH:5]=1)=[O:2].C[Si](Br)(C)C. The catalyst is CC#N. The product is [P:1]([OH:41])([OH:44])([O:3][C:4]1[CH:9]=[C:8]([F:10])[CH:7]=[C:6]([C:11]2[C:19]3[C:14](=[N:15][CH:16]=[N:17][C:18]=3[NH2:20])[N:13]([CH2:21][C:22]3[N:23]([C:34]4[CH:39]=[CH:38][CH:37]=[CH:36][C:35]=4[CH3:40])[C:24](=[O:33])[C:25]4[C:30]([CH:31]=3)=[CH:29][CH:28]=[CH:27][C:26]=4[CH3:32])[N:12]=2)[CH:5]=1)=[O:2]. The yield is 0.910. (4) The reactants are [N:1]1([C:6]([NH:8][C:9]([S:11][CH3:12])=[NH:10])=[O:7])[CH:5]=[CH:4]N=C1.[F:13][C:14]([F:23])([F:22])[C:15]1[S:19]C(CN)=[CH:17][CH:16]=1. The catalyst is O1CCCC1. The product is [F:13][C:14]([F:23])([F:22])[C:15]1[S:19][C:4]([CH2:5][NH:1][C:6]([NH:8][C:9]([S:11][CH3:12])=[NH:10])=[O:7])=[CH:17][CH:16]=1. The yield is 0.710.